Dataset: Forward reaction prediction with 1.9M reactions from USPTO patents (1976-2016). Task: Predict the product of the given reaction. (1) Given the reactants [Cl:1][C:2]1[CH:3]=[C:4]([C:10]([F:13])([F:12])[F:11])[CH:5]=[C:6]([Cl:9])[C:7]=1F.[NH2:14][C:15]1[N:19]=[CH:18][NH:17][N:16]=1.C(=O)([O-])[O-].[K+].[K+], predict the reaction product. The product is: [NH2:14][C:15]1[N:16]([C:7]2[C:2]([Cl:1])=[CH:3][C:4]([C:10]([F:13])([F:12])[F:11])=[CH:5][C:6]=2[Cl:9])[N:17]=[CH:18][N:19]=1. (2) The product is: [CH:22]1([CH2:21][C:9]([CH2:8][C:7]2[CH:6]=[CH:5][C:4]([O:3][C:2]([F:16])([F:17])[F:1])=[CH:15][CH:14]=2)([C:12]#[N:13])[C:10]#[N:11])[CH2:24][CH2:23]1. Given the reactants [F:1][C:2]([F:17])([F:16])[O:3][C:4]1[CH:15]=[CH:14][C:7]([CH2:8][CH:9]([C:12]#[N:13])[C:10]#[N:11])=[CH:6][CH:5]=1.[H-].[Na+].Br[CH2:21][CH:22]1[CH2:24][CH2:23]1, predict the reaction product. (3) Given the reactants C(N(CC)C(C)C)(C)C.[CH:10]1([N:16]=[C:17]=[O:18])[CH2:15][CH2:14][CH2:13][CH2:12][CH2:11]1.[Si:19]([O:26][C:27]1[CH:32]=[C:31]([O:33][Si:34]([C:37]([CH3:40])([CH3:39])[CH3:38])([CH3:36])[CH3:35])[CH:30]=[CH:29][C:28]=1[CH:41]1[CH2:46][CH2:45][CH:44]([OH:47])[CH2:43][CH2:42]1)([C:22]([CH3:25])([CH3:24])[CH3:23])([CH3:21])[CH3:20], predict the reaction product. The product is: [CH:10]1([NH:16][C:17](=[O:18])[O:47][C@H:44]2[CH2:43][CH2:42][C@H:41]([C:28]3[CH:29]=[CH:30][C:31]([O:33][Si:34]([C:37]([CH3:38])([CH3:39])[CH3:40])([CH3:36])[CH3:35])=[CH:32][C:27]=3[O:26][Si:19]([C:22]([CH3:23])([CH3:24])[CH3:25])([CH3:21])[CH3:20])[CH2:46][CH2:45]2)[CH2:15][CH2:14][CH2:13][CH2:12][CH2:11]1. (4) The product is: [CH3:17][N:2]([CH3:1])[C:3]([C:5]1[CH:6]=[C:7]([CH2:11][CH2:12][C:13]([O:15][CH3:16])=[O:14])[CH:8]=[CH:9][CH:10]=1)=[O:4]. Given the reactants [CH3:1][N:2]([CH3:17])[C:3]([C:5]1[CH:6]=[C:7](/[CH:11]=[CH:12]/[C:13]([O:15][CH3:16])=[O:14])[CH:8]=[CH:9][CH:10]=1)=[O:4], predict the reaction product.